Dataset: Full USPTO retrosynthesis dataset with 1.9M reactions from patents (1976-2016). Task: Predict the reactants needed to synthesize the given product. (1) Given the product [F:1][C:2]1[CH:10]=[CH:9][C:5]([C:6]([NH:11][C:12]2[CH:13]=[C:14]([CH:30]=[CH:31][CH:32]=2)[CH2:15][NH:16][C:17]2[C:26]3[C:21](=[C:22]([C:27]([NH2:29])=[O:28])[CH:23]=[CH:24][CH:25]=3)[N:20]=[CH:19][N:18]=2)=[O:7])=[CH:4][CH:3]=1, predict the reactants needed to synthesize it. The reactants are: [F:1][C:2]1[CH:10]=[CH:9][C:5]([C:6](Cl)=[O:7])=[CH:4][CH:3]=1.[NH2:11][C:12]1[CH:13]=[C:14]([CH:30]=[CH:31][CH:32]=1)[CH2:15][NH:16][C:17]1[C:26]2[C:21](=[C:22]([C:27]([NH2:29])=[O:28])[CH:23]=[CH:24][CH:25]=2)[N:20]=[CH:19][N:18]=1.C(N(CC)CC)C.CCOCC. (2) Given the product [CH2:1]([O:8][C:9]1[CH:17]=[CH:16][CH:15]=[C:14]2[C:10]=1[CH:11]=[CH:12][N:13]2[S:27]([C:22]1[CH:23]=[CH:24][CH:25]=[CH:26][C:21]=1[F:20])(=[O:29])=[O:28])[C:2]1[CH:3]=[CH:4][CH:5]=[CH:6][CH:7]=1, predict the reactants needed to synthesize it. The reactants are: [CH2:1]([O:8][C:9]1[CH:17]=[CH:16][CH:15]=[C:14]2[C:10]=1[CH:11]=[CH:12][NH:13]2)[C:2]1[CH:7]=[CH:6][CH:5]=[CH:4][CH:3]=1.[OH-].[Na+].[F:20][C:21]1[CH:26]=[CH:25][CH:24]=[CH:23][C:22]=1[S:27](Cl)(=[O:29])=[O:28]. (3) Given the product [ClH:37].[F:1][C:2]1[C:3]([C:33]([F:35])([F:34])[F:36])=[C:4]([CH:9]2[CH2:10][CH2:11][N:12]([C:15]([C:17]3[C:25]4[CH2:24][CH2:23][NH:22][CH2:21][C:20]=4[NH:19][N:18]=3)=[O:16])[CH2:13][CH2:14]2)[CH:5]=[C:6]([F:8])[CH:7]=1, predict the reactants needed to synthesize it. The reactants are: [F:1][C:2]1[C:3]([C:33]([F:36])([F:35])[F:34])=[C:4]([CH:9]2[CH2:14][CH2:13][N:12]([C:15]([C:17]3[C:25]4[CH2:24][CH2:23][N:22](C(OC(C)(C)C)=O)[CH2:21][C:20]=4[NH:19][N:18]=3)=[O:16])[CH2:11][CH2:10]2)[CH:5]=[C:6]([F:8])[CH:7]=1.[ClH:37]. (4) Given the product [CH3:19][O:21][C:22](=[O:29])[C:23]([NH:28][C:15]([C:7]1[CH:6]=[CH:5][C:4]([CH:1]2[CH2:2][CH2:3]2)=[C:9]([O:10][CH2:11][CH:12]2[CH2:13][CH2:14]2)[N:8]=1)=[O:17])([CH2:26][CH3:27])[CH2:24][CH3:25], predict the reactants needed to synthesize it. The reactants are: [CH:1]1([C:4]2[CH:5]=[CH:6][C:7]([C:15]([OH:17])=O)=[N:8][C:9]=2[O:10][CH2:11][CH:12]2[CH2:14][CH2:13]2)[CH2:3][CH2:2]1.Cl.[CH2:19]([O:21][C:22](=[O:29])[C:23]([NH2:28])([CH2:26][CH3:27])[CH2:24][CH3:25])C.